Task: Predict which catalyst facilitates the given reaction.. Dataset: Catalyst prediction with 721,799 reactions and 888 catalyst types from USPTO (1) Reactant: [CH3:1][C:2]1[CH:7]=[C:6]([CH:8]2[CH2:13][CH2:12][NH:11][CH2:10][CH2:9]2)[CH:5]=[CH:4][C:3]=1[C:14]1[C:15]2[CH:22]=[C:21]([CH2:23][O:24][C:25]3[CH:30]=[CH:29][C:28]([C@@H:31]([C:38]#[C:39][CH3:40])[CH2:32][C:33]([O:35]CC)=[O:34])=[CH:27][CH:26]=3)[CH:20]=[CH:19][C:16]=2[S:17][CH:18]=1.[OH-].[Na+].Cl. Product: [CH3:1][C:2]1[CH:7]=[C:6]([CH:8]2[CH2:13][CH2:12][NH:11][CH2:10][CH2:9]2)[CH:5]=[CH:4][C:3]=1[C:14]1[C:15]2[CH:22]=[C:21]([CH2:23][O:24][C:25]3[CH:26]=[CH:27][C:28]([C@@H:31]([C:38]#[C:39][CH3:40])[CH2:32][C:33]([OH:35])=[O:34])=[CH:29][CH:30]=3)[CH:20]=[CH:19][C:16]=2[S:17][CH:18]=1. The catalyst class is: 20. (2) Reactant: Br[C:2]1[CH:7]=[CH:6][C:5]([C:8]2[CH:13]=[CH:12][CH:11]=[CH:10][C:9]=2[C:14]#[N:15])=[CH:4][CH:3]=1.[B:16](OC(C)C)([O:21]C(C)C)[O:17]C(C)C.C(=O)=O.CC(C)=O.C([Li])CCC.Cl. Product: [C:14]([C:9]1[CH:10]=[CH:11][CH:12]=[CH:13][C:8]=1[C:5]1[CH:6]=[CH:7][C:2]([B:16]([OH:21])[OH:17])=[CH:3][CH:4]=1)#[N:15]. The catalyst class is: 7. (3) Reactant: [I:1][C:2]1[CH:3]=[C:4]2[C:8](=[CH:9][CH:10]=1)[NH:7][C:6](=[O:11])[C:5]2=O.[OH:13][C:14]1[CH:23]=[CH:22][CH:21]=[CH:20][C:15]=1[C:16]([NH:18][NH2:19])=[O:17]. Product: [OH:13][C:14]1[CH:23]=[CH:22][CH:21]=[CH:20][C:15]=1[C:16]([NH:18][N:19]=[C:5]1[C:4]2[C:8](=[CH:9][CH:10]=[C:2]([I:1])[CH:3]=2)[NH:7][C:6]1=[O:11])=[O:17]. The catalyst class is: 15. (4) The catalyst class is: 1. Product: [F:17][C:15]([F:16])([F:18])[C:13]1[CH:12]=[C:11]([C@H:19]2[O:23][C:22](=[O:24])[N:21]([CH2:25][C:26]3[C:31]([C:32]4[CH:33]=[C:34]([C:40]5[C:41]([CH3:51])=[CH:42][C:43]([C:44]([OH:46])=[O:45])=[CH:48][C:49]=5[CH3:50])[CH:35]=[N:36][C:37]=4[O:38][CH3:39])=[CH:30][N:29]=[C:28]([N:1]4[CH2:6][CH2:5][O:4][CH2:3][CH2:2]4)[N:27]=3)[C@H:20]2[CH3:56])[CH:10]=[C:9]([C:8]([F:7])([F:58])[F:57])[CH:14]=1. Reactant: [NH:1]1[CH2:6][CH2:5][O:4][CH2:3][CH2:2]1.[F:7][C:8]([F:58])([F:57])[C:9]1[CH:10]=[C:11]([C@H:19]2[O:23][C:22](=[O:24])[N:21]([CH2:25][C:26]3[C:31]([C:32]4[CH:33]=[C:34]([C:40]5[C:49]([CH3:50])=[CH:48][C:43]([C:44]([O:46]C)=[O:45])=[CH:42][C:41]=5[CH3:51])[CH:35]=[N:36][C:37]=4[O:38][CH3:39])=[CH:30][N:29]=[C:28](S(C)(=O)=O)[N:27]=3)[C@H:20]2[CH3:56])[CH:12]=[C:13]([C:15]([F:18])([F:17])[F:16])[CH:14]=1. (5) Reactant: [N:1]1([CH2:6][CH2:7][NH:8][C:9]2[N:14]=[C:13]([C:15]3[S:19][C:18]4[C:20]([CH2:24][C:25]5[CH:30]=[C:29]([F:31])[CH:28]=[CH:27][C:26]=5[C@@H:32]([NH:37][S@](C(C)(C)C)=O)[C:33]([F:36])([F:35])[F:34])=[CH:21][CH:22]=[CH:23][C:17]=4[CH:16]=3)[C:12]([F:44])=[CH:11][N:10]=2)[CH:5]=[CH:4][N:3]=[N:2]1.Cl. Product: [N:1]1([CH2:6][CH2:7][NH:8][C:9]2[N:14]=[C:13]([C:15]3[S:19][C:18]4[C:20]([CH2:24][C:25]5[CH:30]=[C:29]([F:31])[CH:28]=[CH:27][C:26]=5[C@@H:32]([NH2:37])[C:33]([F:34])([F:35])[F:36])=[CH:21][CH:22]=[CH:23][C:17]=4[CH:16]=3)[C:12]([F:44])=[CH:11][N:10]=2)[CH:5]=[CH:4][N:3]=[N:2]1. The catalyst class is: 5. (6) Reactant: Cl.Cl[CH2:3][C:4]1[C:13]2[C:8](=[CH:9][C:10]([O:16][CH3:17])=[C:11]([O:14][CH3:15])[CH:12]=2)[N:7]=[CH:6][CH:5]=1.[NH:18]1[CH2:23][CH2:22][CH:21]([NH:24][C:25](=[O:31])[O:26][C:27]([CH3:30])([CH3:29])[CH3:28])[CH2:20][CH2:19]1.C(=O)([O-])[O-].[Cs+].[Cs+]. Product: [CH3:15][O:14][C:11]1[CH:12]=[C:13]2[C:8](=[CH:9][C:10]=1[O:16][CH3:17])[N:7]=[CH:6][CH:5]=[C:4]2[CH2:3][N:18]1[CH2:19][CH2:20][CH:21]([NH:24][C:25](=[O:31])[O:26][C:27]([CH3:29])([CH3:28])[CH3:30])[CH2:22][CH2:23]1. The catalyst class is: 3.